Dataset: Forward reaction prediction with 1.9M reactions from USPTO patents (1976-2016). Task: Predict the product of the given reaction. (1) The product is: [CH2:1]([O:8][C@H:9]1[C@H:14]([O:15][CH2:16][C:17]2[CH:22]=[CH:21][CH:20]=[CH:19][CH:18]=2)[C@@H:13]([O:23][CH2:24][C:25]2[CH:30]=[CH:29][CH:28]=[CH:27][CH:26]=2)[C@@:12]([C:33]2[CH:38]=[CH:37][C:36]([Cl:39])=[C:35]([CH2:40][C:41]3[CH:46]=[CH:45][C:44]([O:47][CH2:48][CH3:49])=[C:43]([F:50])[CH:42]=3)[CH:34]=2)([O:31][CH3:32])[O:11][C@@H:10]1[CH2:51][OH:52])[C:2]1[CH:7]=[CH:6][CH:5]=[CH:4][CH:3]=1. Given the reactants [CH2:1]([O:8][C@H:9]1[C@H:14]([O:15][CH2:16][C:17]2[CH:22]=[CH:21][CH:20]=[CH:19][CH:18]=2)[C@@H:13]([O:23][CH2:24][C:25]2[CH:30]=[CH:29][CH:28]=[CH:27][CH:26]=2)[C@@:12]([C:33]2[CH:38]=[CH:37][C:36]([Cl:39])=[C:35]([CH2:40][C:41]3[CH:46]=[CH:45][C:44]([O:47][CH2:48][CH3:49])=[C:43]([F:50])[CH:42]=3)[CH:34]=2)([O:31][CH3:32])[O:11][C@@H:10]1[CH2:51][O:52][Si](C(C)(C)C)(C)C)[C:2]1[CH:7]=[CH:6][CH:5]=[CH:4][CH:3]=1.C(Cl)(=O)C, predict the reaction product. (2) The product is: [Cl:17][C:18]1[N:19]=[C:20]([C:27]2[CH:48]=[CH:47][C:30]([O:31][CH2:32][CH2:33][CH:34]3[CH2:39][CH2:38][N:37]([C:40]([O:42][C:43]([CH3:45])([CH3:44])[CH3:46])=[O:41])[CH2:36][CH2:35]3)=[C:29]([C:49]([F:50])([F:51])[F:52])[CH:28]=2)[C:21]2[CH:26]=[CH:25][N:24]([CH:56]3[CH2:57][CH2:58][O:53][CH2:54][CH2:55]3)[C:22]=2[N:23]=1. Given the reactants C(C=P(CCCC)(CCCC)CCCC)#N.[Cl:17][C:18]1[N:19]=[C:20]([C:27]2[CH:48]=[CH:47][C:30]([O:31][CH2:32][CH2:33][CH:34]3[CH2:39][CH2:38][N:37]([C:40]([O:42][C:43]([CH3:46])([CH3:45])[CH3:44])=[O:41])[CH2:36][CH2:35]3)=[C:29]([C:49]([F:52])([F:51])[F:50])[CH:28]=2)[C:21]2[CH:26]=[CH:25][NH:24][C:22]=2[N:23]=1.[O:53]1[CH2:58][CH2:57][CH:56](O)[CH2:55][CH2:54]1, predict the reaction product. (3) Given the reactants Br[C:2]1[CH:7]=[C:6]([CH2:8][C:9]2[CH:14]=[CH:13][CH:12]=[CH:11][N:10]=2)[CH:5]=[C:4]([CH2:15][C:16]2[CH:21]=[CH:20][CH:19]=[CH:18][N:17]=2)[CH:3]=1.C(N(CC)CC)C.[CH:29]([O:31]CCCC)=[CH2:30].C([O-])(=O)C.[Tl+].C1(P(C2C=CC=CC=2)CCCP(C2C=CC=CC=2)C2C=CC=CC=2)C=CC=CC=1, predict the reaction product. The product is: [N:17]1[CH:18]=[CH:19][CH:20]=[CH:21][C:16]=1[CH2:15][C:4]1[CH:3]=[C:2]([C:29](=[O:31])[CH3:30])[CH:7]=[C:6]([CH2:8][C:9]2[CH:14]=[CH:13][CH:12]=[CH:11][N:10]=2)[CH:5]=1. (4) The product is: [CH2:1]([NH:8][C:9]1[C:10]([NH2:19])=[CH:11][C:12]([S:15]([CH3:18])(=[O:17])=[O:16])=[CH:13][CH:14]=1)[C:2]1[CH:3]=[CH:4][CH:5]=[CH:6][CH:7]=1. Given the reactants [CH2:1]([NH:8][C:9]1[CH:14]=[CH:13][C:12]([S:15]([CH3:18])(=[O:17])=[O:16])=[CH:11][C:10]=1[N+:19]([O-])=O)[C:2]1[CH:7]=[CH:6][CH:5]=[CH:4][CH:3]=1.[Sn](Cl)(Cl)(Cl)Cl.C(=O)([O-])O.[Na+], predict the reaction product. (5) Given the reactants F[C:2]1[CH:7]=[CH:6][C:5]([C:8](=[O:17])[C:9]2[CH:14]=[CH:13][C:12]([O:15][CH3:16])=[CH:11][CH:10]=2)=[CH:4][C:3]=1[S:18]([NH2:21])(=O)=[O:19].[NH3:22], predict the reaction product. The product is: [NH2:22][C:2]1[CH:7]=[CH:6][C:5]([C:8](=[O:17])[C:9]2[CH:14]=[CH:13][C:12]([O:15][CH3:16])=[CH:11][CH:10]=2)=[CH:4][C:3]=1[S:18]([NH2:21])=[O:19]. (6) The product is: [N:24]1([C:21]2[CH:20]=[CH:19][C:18]([NH:17][C:15]([C:10]3[CH2:11][CH2:12][CH2:13][CH2:14][C:9]=3[C:6]3[CH:5]=[CH:4][C:3]([C:2]([F:37])([F:1])[F:38])=[CH:8][CH:7]=3)=[O:16])=[CH:23][CH:22]=2)[CH2:29][CH2:28][NH:27][CH2:26][CH2:25]1. Given the reactants [F:1][C:2]([F:38])([F:37])[C:3]1[CH:8]=[CH:7][C:6]([C:9]2[CH2:14][CH2:13][CH2:12][CH2:11][C:10]=2[C:15]([NH:17][C:18]2[CH:23]=[CH:22][C:21]([N:24]3[CH2:29][CH2:28][N:27](C(OC(C)(C)C)=O)[CH2:26][CH2:25]3)=[CH:20][CH:19]=2)=[O:16])=[CH:5][CH:4]=1.FC(F)(F)C(O)=O, predict the reaction product. (7) Given the reactants [CH3:1][NH2:2].[Br:3][C:4]1[CH:5]=[C:6]([CH2:14]Br)[C:7]([C:10](OC)=[O:11])=[N:8][CH:9]=1, predict the reaction product. The product is: [Br:3][C:4]1[CH:5]=[C:6]2[CH2:14][N:2]([CH3:1])[C:10](=[O:11])[C:7]2=[N:8][CH:9]=1. (8) Given the reactants [N:1]1[C:10]2[C:5](=[CH:6][CH:7]=[CH:8][CH:9]=2)[C:4]([NH2:11])=[C:3]([NH2:12])[CH:2]=1.[N:13]1[C:22]2[C:17](=[N:18][CH:19]=[CH:20][CH:21]=2)[C:16]([NH2:23])=[C:15]([NH2:24])[CH:14]=1, predict the reaction product. The product is: [NH:11]1[C:4]2[C:5]3[CH:6]=[CH:7][CH:8]=[CH:9][C:10]=3[N:1]=[CH:2][C:3]=2[N:12]=[CH:14]1.[NH:23]1[C:16]2[C:17]3[N:18]=[CH:19][CH:20]=[CH:21][C:22]=3[N:13]=[CH:14][C:15]=2[N:24]=[CH:2]1. (9) Given the reactants C(OC([N:8]1[CH2:13][CH2:12][CH:11]([C:14]2[C:18]3[CH:19]=[N:20][C:21]([N:23]4[CH2:28][CH2:27][O:26][CH2:25][CH2:24]4)=[CH:22][C:17]=3[NH:16][CH:15]=2)[CH2:10][CH2:9]1)=O)(C)(C)C.C(O)(C(F)(F)F)=O.C(Cl)Cl, predict the reaction product. The product is: [N:23]1([C:21]2[N:20]=[CH:19][C:18]3[C:14]([CH:11]4[CH2:12][CH2:13][NH:8][CH2:9][CH2:10]4)=[CH:15][NH:16][C:17]=3[CH:22]=2)[CH2:24][CH2:25][O:26][CH2:27][CH2:28]1. (10) Given the reactants CCN(CC)CC.C1(O[C:15](=[O:34])[NH:16][C:17]2[CH:22]=[C:21]([C:23]([CH3:26])([CH3:25])[CH3:24])[CH:20]=[C:19]([NH:27][S:28]([CH3:31])(=[O:30])=[O:29])[C:18]=2[O:32][CH3:33])C=CC=CC=1.[NH2:35][C:36]1[C:45]2[C:40](=[CH:41][CH:42]=[CH:43][CH:44]=2)[C:39]([O:46][C:47]2[CH:52]=[CH:51][N:50]=[C:49]([NH:53][C:54]3[CH:59]=[C:58]([O:60][CH3:61])[CH:57]=[C:56]([S:62]([CH:65]4[CH2:67][CH2:66]4)(=[O:64])=[O:63])[CH:55]=3)[N:48]=2)=[CH:38][CH:37]=1, predict the reaction product. The product is: [C:23]([C:21]1[CH:22]=[C:17]([NH:16][C:15]([NH:35][C:36]2[C:45]3[C:40](=[CH:41][CH:42]=[CH:43][CH:44]=3)[C:39]([O:46][C:47]3[CH:52]=[CH:51][N:50]=[C:49]([NH:53][C:54]4[CH:59]=[C:58]([O:60][CH3:61])[CH:57]=[C:56]([S:62]([CH:65]5[CH2:66][CH2:67]5)(=[O:63])=[O:64])[CH:55]=4)[N:48]=3)=[CH:38][CH:37]=2)=[O:34])[C:18]([O:32][CH3:33])=[C:19]([NH:27][S:28]([CH3:31])(=[O:29])=[O:30])[CH:20]=1)([CH3:26])([CH3:25])[CH3:24].